From a dataset of Catalyst prediction with 721,799 reactions and 888 catalyst types from USPTO. Predict which catalyst facilitates the given reaction. (1) Reactant: CON(C)[C:4](=[O:20])[CH:5]([C:14]1[CH:19]=[CH:18][CH:17]=[CH:16][CH:15]=1)[CH2:6][C:7]1[CH:12]=[CH:11][C:10]([Cl:13])=[CH:9][CH:8]=1.[CH3:22][Mg]Br. Product: [Cl:13][C:10]1[CH:11]=[CH:12][C:7]([CH2:6][CH:5]([C:14]2[CH:19]=[CH:18][CH:17]=[CH:16][CH:15]=2)[C:4](=[O:20])[CH3:22])=[CH:8][CH:9]=1. The catalyst class is: 1. (2) Reactant: [O:1]1[C:9]2[C:4](=[N:5][CH:6]=[CH:7][CH:8]=2)[N:3]=[CH:2]1.C([Mg]Cl)(C)C.[C:15]([O:19][C:20]([NH:22][C@@H:23]([CH2:26]C)[CH:24]=[O:25])=[O:21])([CH3:18])([CH3:17])[CH3:16]. Product: [C:15]([O:19][C:20]([NH:22][CH:23]([CH3:26])[C@@H:24]([C:2]1[O:1][C:9]2[C:4]([N:3]=1)=[N:5][CH:6]=[CH:7][CH:8]=2)[OH:25])=[O:21])([CH3:18])([CH3:17])[CH3:16]. The catalyst class is: 1. (3) Reactant: [F:1][C:2]1[CH:3]=[C:4]([CH:8]([O:20][C:21]2[CH:22]=[C:23]3[C:27](=[CH:28][CH:29]=2)[N:26]([C:30]2[CH:35]=[CH:34][C:33]([F:36])=[CH:32][CH:31]=2)[N:25]=[CH:24]3)[C@H:9]([CH2:11][O:12][CH2:13][C:14]2[CH:19]=[CH:18][CH:17]=[CH:16][CH:15]=2)[NH2:10])[CH:5]=[CH:6][CH:7]=1.C(N(CC)CC)C.[CH3:44][O:45][CH2:46][C:47](Cl)=[O:48]. Product: [F:1][C:2]1[CH:3]=[C:4]([CH:8]([O:20][C:21]2[CH:22]=[C:23]3[C:27](=[CH:28][CH:29]=2)[N:26]([C:30]2[CH:31]=[CH:32][C:33]([F:36])=[CH:34][CH:35]=2)[N:25]=[CH:24]3)[C@@H:9]([NH:10][C:47](=[O:48])[CH2:46][O:45][CH3:44])[CH2:11][O:12][CH2:13][C:14]2[CH:15]=[CH:16][CH:17]=[CH:18][CH:19]=2)[CH:5]=[CH:6][CH:7]=1. The catalyst class is: 4.